From a dataset of HIV replication inhibition screening data with 41,000+ compounds from the AIDS Antiviral Screen. Binary Classification. Given a drug SMILES string, predict its activity (active/inactive) in a high-throughput screening assay against a specified biological target. (1) The drug is NNC(=O)c1ccccc1SSc1ccccc1C(=O)NN. The result is 1 (active). (2) The compound is O=c1ccc2ccc(OP(=O)(O)O)cc2o1. The result is 0 (inactive). (3) The molecule is CCOC(=O)c1cc2sc(NC(=O)c3ccco3)nc2o1. The result is 1 (active).